Dataset: Peptide-MHC class I binding affinity with 185,985 pairs from IEDB/IMGT. Task: Regression. Given a peptide amino acid sequence and an MHC pseudo amino acid sequence, predict their binding affinity value. This is MHC class I binding data. (1) The peptide sequence is ESASKSASVY. The MHC is HLA-A23:01 with pseudo-sequence HLA-A23:01. The binding affinity (normalized) is 0. (2) The peptide sequence is AYQPTRWFI. The MHC is HLA-A30:01 with pseudo-sequence HLA-A30:01. The binding affinity (normalized) is 0.438. (3) The MHC is HLA-B18:01 with pseudo-sequence HLA-B18:01. The binding affinity (normalized) is 0. The peptide sequence is LDVLCPSSL. (4) The peptide sequence is FMGRLGPEY. The MHC is HLA-A02:01 with pseudo-sequence HLA-A02:01. The binding affinity (normalized) is 0.0847.